From a dataset of Catalyst prediction with 721,799 reactions and 888 catalyst types from USPTO. Predict which catalyst facilitates the given reaction. (1) Product: [Cl:24][C:16]1[CH:15]=[CH:14][C:13]([NH:1][C:2]2[S:3][C:4]([CH3:9])=[CH:5][C:6]=2[C:7]#[N:8])=[C:12]([N+:18]([O-:20])=[O:19])[CH:11]=1. Reactant: [NH2:1][C:2]1[S:3][C:4]([CH3:9])=[CH:5][C:6]=1[C:7]#[N:8].Cl[C:11]1[CH:16]=[C:15](Cl)[CH:14]=[CH:13][C:12]=1[N+:18]([O-:20])=[O:19].O.[OH-].[Li+].[ClH:24]. The catalyst class is: 16. (2) Product: [CH3:34][O:33][C:15]1[CH:16]=[C:17]([N:20]2[CH2:25][CH2:24][N:23]([C:26]([O:28][C:29]([CH3:32])([CH3:31])[CH3:30])=[O:27])[CH2:22][CH2:21]2)[CH:18]=[CH:19][C:14]=1[NH:13][C:11]1[C:5]2[C:6](=[O:10])[NH:7][N:8]=[CH:9][C:4]=2[CH:3]=[C:2]([N:35]2[CH2:40][CH2:39][CH2:38][CH2:37][CH2:36]2)[N:12]=1. The catalyst class is: 12. Reactant: Cl[C:2]1[N:12]=[C:11]([NH:13][C:14]2[CH:19]=[CH:18][C:17]([N:20]3[CH2:25][CH2:24][N:23]([C:26]([O:28][C:29]([CH3:32])([CH3:31])[CH3:30])=[O:27])[CH2:22][CH2:21]3)=[CH:16][C:15]=2[O:33][CH3:34])[C:5]2[C:6](=[O:10])[NH:7][N:8]=[CH:9][C:4]=2[CH:3]=1.[NH:35]1[CH2:40][CH2:39][CH2:38][CH2:37][CH2:36]1. (3) Reactant: Cl[C:2]1[C:3]2[CH:17]=[CH:16][C:15](=[O:18])[N:14]([C:19]3[C:24]([F:25])=[CH:23][CH:22]=[CH:21][C:20]=3[F:26])[C:4]=2[N:5]=[C:6]([NH:8][CH:9]([CH2:12][OH:13])[CH2:10][OH:11])[N:7]=1.CC1(C)C(C)(C)OB([C:35]2[CH:40]=[CH:39][CH:38]=[CH:37][C:36]=2[OH:41])O1.C([O-])([O-])=O.[K+].[K+]. Product: [OH:41][C:36]1[CH:37]=[CH:38][CH:39]=[CH:40][C:35]=1[C:2]1[C:3]2[CH:17]=[CH:16][C:15](=[O:18])[N:14]([C:19]3[C:24]([F:25])=[CH:23][CH:22]=[CH:21][C:20]=3[F:26])[C:4]=2[N:5]=[C:6]([NH:8][CH:9]([CH2:12][OH:13])[CH2:10][OH:11])[N:7]=1. The catalyst class is: 70. (4) Reactant: OC1C(=O)NN=C(CCC2C=CC=CC=2)C=1.C([O:24][C:25]1[N:26]=[N:27][C:28]([C:39]#[C:40][C:41]2[CH2:42][CH2:43][O:44][CH2:45][CH:46]=2)=[CH:29][C:30]=1[O:31]CC1C=CC=CC=1)C1C=CC=CC=1.[H][H]. Product: [OH:31][C:30]1[C:25](=[O:24])[NH:26][N:27]=[C:28]([CH2:39][CH2:40][CH:41]2[CH2:42][CH2:43][O:44][CH2:45][CH2:46]2)[CH:29]=1. The catalyst class is: 5. (5) Reactant: [CH2:1]([N:8]1[CH2:12][C@H:11]([CH2:13][C:14]2[CH:19]=[CH:18][CH:17]=[CH:16][CH:15]=2)[C@@H:10]([CH2:20][NH:21][C:22]2[CH:27]=[CH:26][CH:25]=[CH:24][CH:23]=2)[CH2:9]1)[C:2]1[CH:7]=[CH:6][CH:5]=[CH:4][CH:3]=1.[C:28]1([CH2:34][C:35](Cl)=[O:36])[CH:33]=[CH:32][CH:31]=[CH:30][CH:29]=1.C(N(CC)CC)C.C([O-])(O)=O.[Na+]. Product: [CH2:1]([N:8]1[CH2:12][C@H:11]([CH2:13][C:14]2[CH:15]=[CH:16][CH:17]=[CH:18][CH:19]=2)[C@@H:10]([CH2:20][N:21]([C:22]2[CH:27]=[CH:26][CH:25]=[CH:24][CH:23]=2)[C:35](=[O:36])[CH2:34][C:28]2[CH:33]=[CH:32][CH:31]=[CH:30][CH:29]=2)[CH2:9]1)[C:2]1[CH:3]=[CH:4][CH:5]=[CH:6][CH:7]=1. The catalyst class is: 2. (6) Reactant: [I:1][C:2]1[CH:7]=[CH:6][CH:5]=[CH:4][C:3]=1[NH:8][C:9](=[O:15])[C:10]#[C:11][CH:12]([CH3:14])[CH3:13].C(=O)([O-])[O-].[Cs+].[Cs+].[CH3:22][O:23][C:24](=[O:33])[C:25]1[CH:30]=[CH:29][CH:28]=[C:27]([CH2:31]Br)[CH:26]=1. Product: [CH3:22][O:23][C:24](=[O:33])[C:25]1[CH:30]=[CH:29][CH:28]=[C:27]([CH2:31][N:8]([C:3]2[CH:4]=[CH:5][CH:6]=[CH:7][C:2]=2[I:1])[C:9](=[O:15])[C:10]#[C:11][CH:12]([CH3:13])[CH3:14])[CH:26]=1. The catalyst class is: 3. (7) Reactant: [C:1]1(=[O:11])[NH:5][C:4](=[O:6])[C:3]2=[CH:7][CH:8]=[CH:9][CH:10]=[C:2]12.[K].Br[CH2:14][CH2:15][CH2:16][CH2:17][C:18]([CH3:28])([CH3:27])[CH2:19][O:20][CH:21]1[CH2:26][CH2:25][CH2:24][CH2:23][O:22]1. Product: [CH3:28][C:18]([CH3:27])([CH2:19][O:20][CH:21]1[CH2:26][CH2:25][CH2:24][CH2:23][O:22]1)[CH2:17][CH2:16][CH2:15][CH2:14][N:5]1[C:1](=[O:11])[C:2]2[C:3](=[CH:7][CH:8]=[CH:9][CH:10]=2)[C:4]1=[O:6]. The catalyst class is: 18.